Dataset: Forward reaction prediction with 1.9M reactions from USPTO patents (1976-2016). Task: Predict the product of the given reaction. Given the reactants [SH:1][C@@H:2]1[CH2:6][N:5](C(OCC2C=CC([N+]([O-])=O)=CC=2)=O)[C@H:4]([C:20]([NH:22][C:23]2[CH:24]=[C:25]([CH:29]=[CH:30][CH:31]=2)[C:26]([OH:28])=[O:27])=[O:21])[CH2:3]1.[OH:32][C@@H:33]([C@H:35]1[C:72](=[O:73])[N:37]2[C:38]([C:59]([O:61]CC3C=CC([N+]([O-])=O)=CC=3)=[O:60])=[C:39](OP(OC3C=CC=CC=3)(OC3C=CC=CC=3)=O)[C@H:40]([CH3:41])[C@H:36]12)[CH3:34].C(N(CC)C(C)C)(C)C.O, predict the reaction product. The product is: [CH3:41][C@H:40]1[C:39]([S:1][C@@H:2]2[CH2:6][NH:5][C@H:4]([C:20]([NH:22][C:23]3[CH:31]=[CH:30][CH:29]=[C:25]([C:26]([OH:28])=[O:27])[CH:24]=3)=[O:21])[CH2:3]2)=[C:38]([C:59]([OH:61])=[O:60])[N:37]2[C@H:36]1[C@@H:35]([C@H:33]([OH:32])[CH3:34])[C:72]2=[O:73].